From a dataset of Peptide-MHC class I binding affinity with 185,985 pairs from IEDB/IMGT. Regression. Given a peptide amino acid sequence and an MHC pseudo amino acid sequence, predict their binding affinity value. This is MHC class I binding data. The MHC is HLA-B40:01 with pseudo-sequence HLA-B40:01. The peptide sequence is GEIGAIALDF. The binding affinity (normalized) is 0.659.